This data is from Forward reaction prediction with 1.9M reactions from USPTO patents (1976-2016). The task is: Predict the product of the given reaction. (1) Given the reactants C(O[C:4]([C:6]1[C:11](=[O:12])[N:10]([CH2:13][CH2:14][CH:15]([CH3:17])[CH3:16])[N:9]2[CH:18]=[CH:19][CH:20]=[C:8]2[C:7]=1[OH:21])=O)C.[NH2:22][C:23]1[CH:28]=[CH:27][CH:26]=[CH:25][C:24]=1[S:29]([NH2:32])(=[O:31])=[O:30], predict the reaction product. The product is: [O:30]=[S:29]1(=[O:31])[C:24]2[CH:25]=[CH:26][CH:27]=[CH:28][C:23]=2[NH:22][C:4]([C:6]2[C:11](=[O:12])[N:10]([CH2:13][CH2:14][CH:15]([CH3:16])[CH3:17])[N:9]3[CH:18]=[CH:19][CH:20]=[C:8]3[C:7]=2[OH:21])=[N:32]1. (2) Given the reactants [NH2:1][N:2]1[N:11]=[C:10]([C:12]2[CH:17]=[CH:16][C:15]([CH3:18])=[C:14]([CH3:19])[CH:13]=2)[C:9]2[C:4](=[CH:5][CH:6]=[CH:7][CH:8]=2)[C:3]1=[O:20].[C:21]12([CH2:31][C:32](Cl)=[O:33])[CH2:30][CH:25]3[CH2:26][CH:27]([CH2:29][CH:23]([CH2:24]3)[CH2:22]1)[CH2:28]2, predict the reaction product. The product is: [C:21]12([CH2:31][C:32]([NH:1][N:2]3[N:11]=[C:10]([C:12]4[CH:17]=[CH:16][C:15]([CH3:18])=[C:14]([CH3:19])[CH:13]=4)[C:9]4[C:4](=[CH:5][CH:6]=[CH:7][CH:8]=4)[C:3]3=[O:20])=[O:33])[CH2:28][CH:27]3[CH2:26][CH:25]([CH2:24][CH:23]([CH2:29]3)[CH2:22]1)[CH2:30]2. (3) The product is: [F:1][C:2]1[CH:7]=[CH:6][C:5]([C:8]2([CH2:14][O:15][CH2:16][C:17]3[O:21][N:20]=[C:19]([C:22]4[CH:23]=[CH:24][C:25]([CH2:26][N:27]5[CH2:30][CH:29]([C:31]([OH:33])=[O:32])[CH2:28]5)=[CH:38][CH:39]=4)[N:18]=3)[CH2:13][CH2:12][CH2:11][CH2:10][CH2:9]2)=[CH:4][CH:3]=1. Given the reactants [F:1][C:2]1[CH:7]=[CH:6][C:5]([C:8]2([CH2:14][O:15][CH2:16][C:17]3[O:21][N:20]=[C:19]([C:22]4[CH:39]=[CH:38][C:25]([CH2:26][N:27]5[CH2:30][CH:29]([C:31]([O:33]C(C)(C)C)=[O:32])[CH2:28]5)=[CH:24][CH:23]=4)[N:18]=3)[CH2:13][CH2:12][CH2:11][CH2:10][CH2:9]2)=[CH:4][CH:3]=1.CCOCC, predict the reaction product. (4) Given the reactants F[C:2]1[CH:10]=[CH:9][C:5]([C:6]([OH:8])=[O:7])=[C:4]([C:11]([F:14])([F:13])[F:12])[CH:3]=1.S(Cl)(Cl)=O.[F:19][C@H:20]([CH3:23])[CH2:21][OH:22].CC(C)([O-])C.[K+], predict the reaction product. The product is: [F:19][C@H:20]([CH3:23])[CH2:21][O:22][C:2]1[CH:10]=[CH:9][C:5]([C:6]([OH:8])=[O:7])=[C:4]([C:11]([F:14])([F:13])[F:12])[CH:3]=1. (5) Given the reactants ClC1C=C(CCC[N:11]([C@H:25]2[CH2:30][CH2:29][C@H:28]([CH3:31])[CH2:27][CH2:26]2)[C:12](=[O:24])NC2SC(SCC(O)=O)=CN=2)C=CC=1.[F:32][C:33]1[CH:38]=[CH:37][C:36]([CH2:39][CH2:40][C:41](O)=O)=[CH:35][CH:34]=1.C([O:46][C:47](=[O:58])[C:48]([S:51][C:52]1[S:56][C:55]([NH2:57])=[N:54][CH:53]=1)([CH3:50])[CH3:49])C, predict the reaction product. The product is: [F:32][C:33]1[CH:34]=[CH:35][C:36]([CH2:39][CH2:40][CH2:41][N:11]([C@H:25]2[CH2:30][CH2:29][C@H:28]([CH3:31])[CH2:27][CH2:26]2)[C:12](=[O:24])[NH:57][C:55]2[S:56][C:52]([S:51][C:48]([CH3:49])([CH3:50])[C:47]([OH:46])=[O:58])=[CH:53][N:54]=2)=[CH:37][CH:38]=1. (6) The product is: [CH3:39][C:40]1[CH:45]=[CH:44][N:43]=[C:42]([NH:46][C:24]([N:13]2[C@@H:14]3[CH2:18][N:17]([CH2:16][CH2:15]3)[C:11]3[CH:10]=[CH:9][C:8]([C:6]4[CH:5]=[CH:4][N:3]=[C:2]([CH3:1])[CH:7]=4)=[N:19][C:12]2=3)=[O:30])[CH:41]=1. Given the reactants [CH3:1][C:2]1[CH:7]=[C:6]([C:8]2[CH:9]=[CH:10][C:11]3[N:17]4[CH2:18][C@H:14]([CH2:15][CH2:16]4)[NH:13][C:12]=3[N:19]=2)[CH:5]=[CH:4][N:3]=1.ClC(Cl)(O[C:24](=[O:30])OC(Cl)(Cl)Cl)Cl.C(N(CC)CC)C.[CH3:39][C:40]1[CH:45]=[CH:44][N:43]=[C:42]([NH2:46])[CH:41]=1, predict the reaction product. (7) Given the reactants [C:1]([O:5][C:6]([N:8]1[CH2:13][CH2:12][CH:11]([N:14]2[C:18]3=[N:19][CH:20]=[N:21][C:22]([NH:23][C:24]4[CH:29]=[CH:28][C:27]([S:30]([CH3:33])(=[O:32])=[O:31])=[CH:26][C:25]=4[F:34])=[C:17]3[CH:16]=[N:15]2)[CH2:10][CH2:9]1)=[O:7])(C)([CH3:3])[CH3:2].FC(F)(F)C(O)=O.ClC(OC(C)C)=O, predict the reaction product. The product is: [CH:1]([O:5][C:6]([N:8]1[CH2:13][CH2:12][CH:11]([N:14]2[C:18]3=[N:19][CH:20]=[N:21][C:22]([NH:23][C:24]4[CH:29]=[CH:28][C:27]([S:30]([CH3:33])(=[O:32])=[O:31])=[CH:26][C:25]=4[F:34])=[C:17]3[CH:16]=[N:15]2)[CH2:10][CH2:9]1)=[O:7])([CH3:3])[CH3:2]. (8) Given the reactants C(OC([N:8]1[C:12]2[CH:13]=[CH:14][C:15](Br)=[CH:16][C:11]=2[N:10]=[C:9]1[CH2:18][C:19]1[CH:24]=[CH:23][N:22]=[CH:21][CH:20]=1)=O)(C)(C)C.B1(B2OC(C)(C)C(C)(C)O2)OC(C)(C)C(C)(C)O1.CC([O-])=O.[K+].ClCCl.[CH:51]1([C@H:57]([NH:62][C:63]([C:65]2[O:66][C:67](Br)=[CH:68][CH:69]=2)=[O:64])[C:58](=[O:61])[NH:59][CH3:60])[CH2:56][CH2:55][CH2:54][CH2:53][CH2:52]1.C([O-])([O-])=O.[Na+].[Na+], predict the reaction product. The product is: [CH:51]1([C@H:57]([NH:62][C:63]([C:65]2[O:66][C:67]([C:15]3[CH:14]=[CH:13][C:12]4[N:8]=[C:9]([CH2:18][C:19]5[CH:20]=[CH:21][N:22]=[CH:23][CH:24]=5)[NH:10][C:11]=4[CH:16]=3)=[CH:68][CH:69]=2)=[O:64])[C:58](=[O:61])[NH:59][CH3:60])[CH2:56][CH2:55][CH2:54][CH2:53][CH2:52]1. (9) Given the reactants Br[C:2]1[CH:3]=[CH:4][C:5]([C:8](=[O:10])[CH3:9])=[N:6][CH:7]=1.[B:11]1([B:11]2[O:15][C:14]([CH3:17])([CH3:16])[C:13]([CH3:19])([CH3:18])[O:12]2)[O:15][C:14]([CH3:17])([CH3:16])[C:13]([CH3:19])([CH3:18])[O:12]1.C(Cl)Cl.CC([O-])=O.[K+], predict the reaction product. The product is: [CH3:18][C:13]1([CH3:19])[C:14]([CH3:17])([CH3:16])[O:15][B:11]([C:2]2[CH:3]=[CH:4][C:5]([C:8](=[O:10])[CH3:9])=[N:6][CH:7]=2)[O:12]1.